This data is from Catalyst prediction with 721,799 reactions and 888 catalyst types from USPTO. The task is: Predict which catalyst facilitates the given reaction. Reactant: [Br:1][C:2]1[CH:3]=[C:4]([CH:25]=[CH:26][CH:27]=1)[CH2:5][N:6]1[C:14]2[C:13](=[O:15])[N:12]([CH3:16])[C:11](=[O:17])[N:10]([CH3:18])[C:9]=2[N:8]=[C:7]1SCCOCC.O[O:29][S:30]([O-:32])=O.[K+].[CH2:34]1[CH2:38][O:37][CH2:36][CH2:35]1.O. Product: [Br:1][C:2]1[CH:3]=[C:4]([CH:25]=[CH:26][CH:27]=1)[CH2:5][N:6]1[C:14]2[C:13](=[O:15])[N:12]([CH3:16])[C:11](=[O:17])[N:10]([CH3:18])[C:9]=2[N:8]=[C:7]1[S:30]([CH2:35][CH2:36][O:37][CH2:38][CH3:34])(=[O:32])=[O:29]. The catalyst class is: 13.